Dataset: Full USPTO retrosynthesis dataset with 1.9M reactions from patents (1976-2016). Task: Predict the reactants needed to synthesize the given product. Given the product [OH:2][C:3]1[N:8]=[CH:7][C:6]([C:9]2[NH:10][C:11]([CH:14]3[CH2:15][CH2:16][N:17]([CH2:20][C:21]4[CH:22]=[CH:23][C:24]([C:27]5[C:36]([C:37]6[CH:38]=[CH:39][CH:40]=[CH:41][CH:42]=6)=[CH:35][C:34]6[C:33](=[O:43])[NH:32][CH:31]=[CH:30][C:29]=6[N:28]=5)=[CH:25][CH:26]=4)[CH2:18][CH2:19]3)=[N:12][N:13]=2)=[CH:5][CH:4]=1, predict the reactants needed to synthesize it. The reactants are: C[O:2][C:3]1[N:8]=[CH:7][C:6]([C:9]2[NH:10][C:11]([CH:14]3[CH2:19][CH2:18][N:17]([CH2:20][C:21]4[CH:26]=[CH:25][C:24]([C:27]5[C:36]([C:37]6[CH:42]=[CH:41][CH:40]=[CH:39][CH:38]=6)=[CH:35][C:34]6[C:33](=[O:43])[NH:32][CH:31]=[CH:30][C:29]=6[N:28]=5)=[CH:23][CH:22]=4)[CH2:16][CH2:15]3)=[N:12][N:13]=2)=[CH:5][CH:4]=1.